From a dataset of Reaction yield outcomes from USPTO patents with 853,638 reactions. Predict the reaction yield, written as a fraction of the theoretical maximum amount of product (1.0 means a 100% yield; for example, 0.34 means a 34% yield). (1) The reactants are C([O:9][C:10]1[C:11]([CH3:17])=[N:12][N:13]([CH3:16])[C:14]=1[CH3:15])(=O)C1C=CC=CC=1.[OH-].[Na+]. The catalyst is C(O)C. The product is [CH3:16][N:13]1[C:14]([CH3:15])=[C:10]([OH:9])[C:11]([CH3:17])=[N:12]1. The yield is 0.780. (2) The reactants are S(O)(O)(=O)=O.[C:6](=[NH:10])([O:8][CH3:9])[NH2:7].C[O-].[Na+].[C:14]([C:16]1[CH:21]=[CH:20][CH:19]=[CH:18][C:17]=1[C:22]1[CH:27]=[CH:26][C:25]([CH2:28][CH:29]([C:34](=O)[CH2:35][CH2:36][CH2:37][CH3:38])[C:30](OC)=[O:31])=[CH:24][CH:23]=1)#[N:15]. The catalyst is CO. The product is [CH2:35]([C:34]1[N:10]=[C:6]([O:8][CH3:9])[NH:7][C:30](=[O:31])[C:29]=1[CH2:28][C:25]1[CH:24]=[CH:23][C:22]([C:17]2[C:16]([C:14]#[N:15])=[CH:21][CH:20]=[CH:19][CH:18]=2)=[CH:27][CH:26]=1)[CH2:36][CH2:37][CH3:38]. The yield is 0.370.